From a dataset of Reaction yield outcomes from USPTO patents with 853,638 reactions. Predict the reaction yield, written as a fraction of the theoretical maximum amount of product (1.0 means a 100% yield; for example, 0.34 means a 34% yield). (1) The reactants are Br[C:2]1[C:3](=[O:14])[N:4]([CH:9]([CH2:12][CH3:13])[CH2:10][CH3:11])[CH:5]=[C:6]([Br:8])[N:7]=1.[CH3:15][S-:16].[Na+]. The catalyst is C1COCC1.O.C(OCC)(=O)C. The product is [Br:8][C:6]1[N:7]=[C:2]([S:16][CH3:15])[C:3](=[O:14])[N:4]([CH:9]([CH2:12][CH3:13])[CH2:10][CH3:11])[CH:5]=1. The yield is 0.820. (2) The reactants are [NH2:1][C:2]1[CH:3]=[CH:4][C:5]([Cl:11])=[C:6]([CH:10]=1)[C:7]([OH:9])=[O:8].[O:12]1[CH:16]=[CH:15][CH:14]=[C:13]1[C:17](Cl)=[O:18]. The catalyst is O1CCCC1. The product is [Cl:11][C:5]1[CH:4]=[CH:3][C:2]([NH:1][C:17]([C:13]2[O:12][CH:16]=[CH:15][CH:14]=2)=[O:18])=[CH:10][C:6]=1[C:7]([OH:9])=[O:8]. The yield is 0.800. (3) The reactants are [CH:1]1([O:6][C:7]2[CH:12]=[C:11]([N+:13]([O-])=O)[CH:10]=[CH:9][C:8]=2[O:16][CH3:17])[CH2:5][CH2:4][CH2:3][CH2:2]1. The catalyst is C(O)C.[Pd]. The product is [CH:1]1([O:6][C:7]2[CH:12]=[C:11]([CH:10]=[CH:9][C:8]=2[O:16][CH3:17])[NH2:13])[CH2:2][CH2:3][CH2:4][CH2:5]1. The yield is 0.950. (4) The reactants are C(O[B:5]1[O:9][C:8]([CH3:11])([CH3:10])[C:7]([CH3:13])([CH3:12])[O:6]1)(C)C.C([Li])CCC.[F:19][C:20]1[CH:21]=[C:22]([CH:27]2[CH2:32][CH2:31][O:30][CH2:29][CH2:28]2)[CH:23]=[C:24]([F:26])[CH:25]=1. No catalyst specified. The product is [F:26][C:24]1[CH:23]=[C:22]([CH:27]2[CH2:32][CH2:31][O:30][CH2:29][CH2:28]2)[CH:21]=[C:20]([F:19])[C:25]=1[B:5]1[O:6][C:7]([CH3:12])([CH3:13])[C:8]([CH3:10])([CH3:11])[O:9]1. The yield is 1.00. (5) The yield is 0.970. The catalyst is C1COCC1. The product is [S:1]([OH:5])([OH:4])(=[O:3])=[O:2].[F:11][C:12]1[CH:13]=[C:14]([NH:23][C:24]([C@@H:26]2[N:35]([C:36]([C@@H:38]3[CH2:41][C@H:40]([CH2:42][C:43]([OH:45])=[O:44])[CH2:39]3)=[O:37])[CH2:34][CH2:33][C:32]3[N:31]=[C:30]([O:46][CH3:47])[CH:29]=[CH:28][C:27]2=3)=[O:25])[CH:15]=[C:16]2[C:20]=1[C:19]([CH3:22])([CH3:21])[CH2:18][CH2:17]2. The reactants are [S:1](=[O:5])(=[O:4])([OH:3])[OH:2].C1COCC1.[F:11][C:12]1[CH:13]=[C:14]([NH:23][C:24]([C@@H:26]2[N:35]([C:36]([C@@H:38]3[CH2:41][C@H:40]([CH2:42][C:43]([OH:45])=[O:44])[CH2:39]3)=[O:37])[CH2:34][CH2:33][C:32]3[N:31]=[C:30]([O:46][CH3:47])[CH:29]=[CH:28][C:27]2=3)=[O:25])[CH:15]=[C:16]2[C:20]=1[C:19]([CH3:22])([CH3:21])[CH2:18][CH2:17]2. (6) The reactants are [C:1]1([CH2:7][CH2:8][CH2:9][CH2:10][C:11]2[O:12][C:13]3[C:22]4[C:21](=[CH:23][CH2:24][NH:25][C:26](=[O:29])[CH2:27][CH3:28])[CH2:20][CH2:19][C:18]=4[CH:17]=[CH:16][C:14]=3[N:15]=2)[CH:6]=[CH:5][CH:4]=[CH:3][CH:2]=1. The catalyst is CO.[C].[Pd]. The product is [C:1]1([CH2:7][CH2:8][CH2:9][CH2:10][C:11]2[O:12][C:13]3[C:22]4[CH:21]([CH2:23][CH2:24][NH:25][C:26](=[O:29])[CH2:27][CH3:28])[CH2:20][CH2:19][C:18]=4[CH:17]=[CH:16][C:14]=3[N:15]=2)[CH:6]=[CH:5][CH:4]=[CH:3][CH:2]=1. The yield is 0.870.